This data is from Experimentally validated miRNA-target interactions with 360,000+ pairs, plus equal number of negative samples. The task is: Binary Classification. Given a miRNA mature sequence and a target amino acid sequence, predict their likelihood of interaction. (1) The miRNA is mmu-miR-615-3p with sequence UCCGAGCCUGGGUCUCCCUCUU. The protein sequence of the target gene is MTVFLSFAFFAAILTHIGCSNQRRNPENGGRRYNRIQHGQCAYTFILPEHDGNCRESATEQYNTNALQRDAPHVEPDFSSQKLQHLEHVMENYTQWLQKLENYIVENMKSEMAQIQQNAVQNHTATMLEIGTSLLSQTAEQTRKLTDVETQVLNQTSRLEIQLLENSLSTYKLEKQLLQQTNEILKIHEKNSLLEHKILEMEGKHKEELDTLKEEKENLQGLVSRQTFIIQELEKQLSRATNNNSILQKQQLELMDTVHNLISLCTKEGVLLKGGKREEEKPFRDCADVYQAGFNKSGIY.... Result: 0 (no interaction). (2) The miRNA is hsa-miR-7153-5p with sequence UGAGAACUGACAAAUGUGGUAGG. The protein sequence of the target gene is MTSIFHFAIIFMLILQIRIQLSEESEFLVDRSKNGLIHVPKDLSQKTTILNISQNYISELWTSDILSLSKLRILIISHNRIQYLDISVFKFNQELEYLDLSHNKLVKISCHPTVNLKHLDLSFNAFDALPICKEFGNMSQLKFLGLSTTHLEKSSVLPIAHLNISKVLLVLGETYGEKEDPEGLQDFNTESLHIVFPTNKEFHFILDVSVKTVANLELSNIKCVLEDNKCSYFLSILAKLQTNPKLSNLTLNNIETTWNSFIRILQLVWHTTVWYFSISNVKLQGQLDFRDFDYSGTSLK.... Result: 0 (no interaction).